This data is from Reaction yield outcomes from USPTO patents with 853,638 reactions. The task is: Predict the reaction yield, written as a fraction of the theoretical maximum amount of product (1.0 means a 100% yield; for example, 0.34 means a 34% yield). (1) The reactants are [NH:1]1[CH2:6][CH2:5][CH2:4][CH:3]([CH2:7][OH:8])[CH2:2]1.F[C:10]1[CH:15]=[CH:14][C:13]([N+:16]([O-:18])=[O:17])=[CH:12][CH:11]=1. The catalyst is CS(C)=O. The product is [N+:16]([C:13]1[CH:14]=[CH:15][C:10]([N:1]2[CH2:6][CH2:5][CH2:4][CH:3]([CH2:7][OH:8])[CH2:2]2)=[CH:11][CH:12]=1)([O-:18])=[O:17]. The yield is 0.750. (2) The reactants are [CH3:1][O:2][CH2:3][O:4][C@H:5]1[C@H:11]2[C@H:9]([O:10]2)[CH:8]=[C:7]([C:12]([O:14][CH3:15])=[O:13])[CH2:6]1.[NH4+].[Cl-].[N-:18]=[N+:19]=[N-:20].[Na+].CCO. The catalyst is CN(C=O)C.CCO.O. The product is [N:18]([C@@H:9]1[C@@H:11]([OH:10])[C@H:5]([O:4][CH2:3][O:2][CH3:1])[CH2:6][C:7]([C:12]([O:14][CH3:15])=[O:13])=[CH:8]1)=[N+:19]=[N-:20]. The yield is 0.830. (3) The reactants are Br[C:2]1[CH:3]=[C:4]2[C:11]([C:12]([NH:14][CH3:15])=[O:13])=[C:10]([C:16]3[CH:21]=[CH:20][C:19]([F:22])=[CH:18][CH:17]=3)[O:9][C:5]2=[N:6][C:7]=1[Cl:8].[CH3:23][O:24][C:25]1[N:34]=[CH:33][C:32](B2OC(C)(C)C(C)(C)O2)=[CH:31][C:26]=1[C:27]([O:29][CH3:30])=[O:28].C(=O)([O-])[O-].[Cs+].[Cs+].N#N. The catalyst is O.CN(C=O)C.C1C=CC([P]([Pd]([P](C2C=CC=CC=2)(C2C=CC=CC=2)C2C=CC=CC=2)([P](C2C=CC=CC=2)(C2C=CC=CC=2)C2C=CC=CC=2)[P](C2C=CC=CC=2)(C2C=CC=CC=2)C2C=CC=CC=2)(C2C=CC=CC=2)C2C=CC=CC=2)=CC=1. The product is [Cl:8][C:7]1[N:6]=[C:5]2[O:9][C:10]([C:16]3[CH:21]=[CH:20][C:19]([F:22])=[CH:18][CH:17]=3)=[C:11]([C:12](=[O:13])[NH:14][CH3:15])[C:4]2=[CH:3][C:2]=1[C:32]1[CH:33]=[N:34][C:25]([O:24][CH3:23])=[C:26]([CH:31]=1)[C:27]([O:29][CH3:30])=[O:28]. The yield is 0.450. (4) The reactants are C([N:14]1[CH2:22][C:21]2[C:16](=[CH:17][C:18]([CH:24]3[CH2:29][CH2:28][O:27][CH2:26][CH2:25]3)=[C:19]([F:23])[CH:20]=2)[CH2:15]1)(C1C=CC=CC=1)C1C=CC=CC=1. The catalyst is CO.[Pd]. The product is [F:23][C:19]1[CH:20]=[C:21]2[C:16](=[CH:17][C:18]=1[CH:24]1[CH2:25][CH2:26][O:27][CH2:28][CH2:29]1)[CH2:15][NH:14][CH2:22]2. The yield is 1.00. (5) The reactants are COC1C=CC(C[N:8]2[CH:17]=[C:16]3[C:10]([CH:11]([C:29]([F:32])([F:31])[F:30])[CH2:12][CH2:13][C:14]4[S:20][C:19]([NH:21][C:22]5[N:27]=[C:26]([CH3:28])[CH:25]=[CH:24][N:23]=5)=[N:18][C:15]=43)=[N:9]2)=CC=1. The catalyst is C(O)(C(F)(F)F)=O. The product is [CH3:28][C:26]1[CH:25]=[CH:24][N:23]=[C:22]([NH:21][C:19]2[S:20][C:14]3[CH2:13][CH2:12][CH:11]([C:29]([F:31])([F:32])[F:30])[C:10]4[NH:9][N:8]=[CH:17][C:16]=4[C:15]=3[N:18]=2)[N:27]=1. The yield is 0.530. (6) The reactants are [Br:1][C:2]1[CH:3]=[C:4]([NH:10][C:11]2[N:12]=[CH:13][C:14]([N:17]3[CH2:22][CH2:21][N:20](C(OC(C)(C)C)=O)[CH2:19][C@@H:18]3[CH3:30])=[N:15][CH:16]=2)[C:5](=[O:9])[N:6]([CH3:8])[CH:7]=1.FC(F)(F)C(O)=O. No catalyst specified. The product is [Br:1][C:2]1[CH:3]=[C:4]([NH:10][C:11]2[CH:16]=[N:15][C:14]([N:17]3[CH2:22][CH2:21][NH:20][CH2:19][C@@H:18]3[CH3:30])=[CH:13][N:12]=2)[C:5](=[O:9])[N:6]([CH3:8])[CH:7]=1. The yield is 0.970. (7) The reactants are [C:1]([C:3]1[CH:18]=[C:17]([CH3:19])[C:6]([O:7][CH2:8][C@@H:9]([OH:16])[CH2:10][NH:11][C:12](=[O:15])[CH2:13][OH:14])=[C:5]([CH2:20][CH3:21])[CH:4]=1)#[N:2].Cl.[NH2:23][OH:24].C([O-])(O)=O.[Na+]. The catalyst is CO. The product is [CH2:20]([C:5]1[CH:4]=[C:3]([C:1](=[NH:2])[NH:23][OH:24])[CH:18]=[C:17]([CH3:19])[C:6]=1[O:7][CH2:8][C@@H:9]([OH:16])[CH2:10][NH:11][C:12](=[O:15])[CH2:13][OH:14])[CH3:21]. The yield is 0.870.